From a dataset of Full USPTO retrosynthesis dataset with 1.9M reactions from patents (1976-2016). Predict the reactants needed to synthesize the given product. Given the product [Cl:32][C:29]1[CH:28]=[CH:27][C:26]([S:23]([C@@H:22]2[C:21]3[C:16](=[C:17]([F:34])[CH:18]=[CH:19][C:20]=3[F:33])[O:15][CH2:14][C@H:13]2[CH2:12][O:11][CH2:10][CH2:9][OH:8])(=[O:24])=[O:25])=[CH:31][CH:30]=1, predict the reactants needed to synthesize it. The reactants are: C([O:8][CH2:9][CH2:10][O:11][CH2:12][CH:13]1[CH:22]([S:23]([C:26]2[CH:31]=[CH:30][C:29]([Cl:32])=[CH:28][CH:27]=2)(=[O:25])=[O:24])[C:21]2[C:16](=[C:17]([F:34])[CH:18]=[CH:19][C:20]=2[F:33])[O:15][CH2:14]1)C1C=CC=CC=1.[H][H].